Task: Regression. Given two drug SMILES strings and cell line genomic features, predict the synergy score measuring deviation from expected non-interaction effect.. Dataset: NCI-60 drug combinations with 297,098 pairs across 59 cell lines (1) Drug 1: CC1=C(C=C(C=C1)C(=O)NC2=CC(=CC(=C2)C(F)(F)F)N3C=C(N=C3)C)NC4=NC=CC(=N4)C5=CN=CC=C5. Drug 2: CC1C(C(CC(O1)OC2CC(CC3=C2C(=C4C(=C3O)C(=O)C5=C(C4=O)C(=CC=C5)OC)O)(C(=O)CO)O)N)O.Cl. Cell line: 786-0. Synergy scores: CSS=32.4, Synergy_ZIP=-0.707, Synergy_Bliss=-0.323, Synergy_Loewe=-22.7, Synergy_HSA=-3.04. (2) Cell line: TK-10. Drug 1: COC1=C(C=C2C(=C1)N=CN=C2NC3=CC(=C(C=C3)F)Cl)OCCCN4CCOCC4. Drug 2: C(CCl)NC(=O)N(CCCl)N=O. Synergy scores: CSS=28.8, Synergy_ZIP=1.67, Synergy_Bliss=0.965, Synergy_Loewe=-16.5, Synergy_HSA=-1.17.